This data is from Peptide-MHC class II binding affinity with 134,281 pairs from IEDB. The task is: Regression. Given a peptide amino acid sequence and an MHC pseudo amino acid sequence, predict their binding affinity value. This is MHC class II binding data. (1) The binding affinity (normalized) is 0. The peptide sequence is AHLAEENEGDNACKR. The MHC is DRB1_0901 with pseudo-sequence DRB1_0901. (2) The peptide sequence is NCVLKKSTNGLRIKS. The MHC is DRB1_0405 with pseudo-sequence DRB1_0405. The binding affinity (normalized) is 0.207. (3) The peptide sequence is GQRVVFIQPSPVRDHY. The MHC is DRB3_0101 with pseudo-sequence DRB3_0101. The binding affinity (normalized) is 0.240. (4) The peptide sequence is SNNGIKQQGIRYANP. The binding affinity (normalized) is 0.187. The MHC is HLA-DQA10501-DQB10201 with pseudo-sequence HLA-DQA10501-DQB10201. (5) The peptide sequence is IVQINGRHFDLRAQG. The MHC is DRB1_0901 with pseudo-sequence DRB1_0901. The binding affinity (normalized) is 0.452. (6) The binding affinity (normalized) is 0.236. The MHC is HLA-DPA10201-DPB10101 with pseudo-sequence HLA-DPA10201-DPB10101. The peptide sequence is DEPMVQVEAGKVNHS. (7) The peptide sequence is CRKELAAVSVDCSEY. The MHC is DRB1_0404 with pseudo-sequence DRB1_0404. The binding affinity (normalized) is 0.539. (8) The peptide sequence is YFPPPAAKEDFLGCL. The MHC is DRB1_1101 with pseudo-sequence DRB1_1101. The binding affinity (normalized) is 0.110. (9) The peptide sequence is RFKHTDACCRTHD. The MHC is DRB1_1101 with pseudo-sequence DRB1_1101. The binding affinity (normalized) is 0. (10) The peptide sequence is YKLVCYYTSWSQYREG. The MHC is DRB1_0401 with pseudo-sequence DRB1_0401. The binding affinity (normalized) is 0.404.